Dataset: Reaction yield outcomes from USPTO patents with 853,638 reactions. Task: Predict the reaction yield, written as a fraction of the theoretical maximum amount of product (1.0 means a 100% yield; for example, 0.34 means a 34% yield). The reactants are OC[CH:3]1[CH2:8][CH2:7][CH:6]([C:9]([NH:11][CH:12]([CH3:14])[CH3:13])=[O:10])[CH2:5][CH2:4]1.[H-].[Na+].[N+:17]([C:20]1[CH:27]=[CH:26][CH:25]=[C:24]([N+]([O-])=O)[C:21]=1[C:22]#[N:23])([O-:19])=[O:18].C1C[O:34][CH2:33]C1. No catalyst specified. The product is [C:22]([C:21]1[C:20]([N+:17]([O-:19])=[O:18])=[CH:27][CH:26]=[CH:25][C:24]=1[O:34][CH2:33][C:6]1([C:9]([NH:11][CH:12]([CH3:13])[CH3:14])=[O:10])[CH2:5][CH2:4][CH2:3][CH2:8][CH2:7]1)#[N:23]. The yield is 0.710.